Task: Predict the reaction yield, written as a fraction of the theoretical maximum amount of product (1.0 means a 100% yield; for example, 0.34 means a 34% yield).. Dataset: Reaction yield outcomes from USPTO patents with 853,638 reactions (1) The reactants are [N:1]1[CH:6]=[CH:5][CH:4]=[C:3]([CH2:7][CH2:8][C:9]([OH:11])=[O:10])[CH:2]=1.[CH:12](N=C=NC(C)C)(C)C.C([O-])(O)=O.[Na+]. The catalyst is C(Cl)Cl.CO.CN(C1C=CN=CC=1)C. The product is [N:1]1[CH:6]=[CH:5][CH:4]=[C:3]([CH2:7][CH2:8][C:9]([O:11][CH3:12])=[O:10])[CH:2]=1. The yield is 0.990. (2) The catalyst is C(#N)C. The yield is 0.490. The reactants are [C:1]1(=[O:10])[C:9]2[C:4](=[CH:5][CH:6]=[CH:7][CH:8]=2)[CH2:3][NH:2]1.[Br:11][CH2:12][C:13]1[CH:18]=[CH:17][C:16]([CH2:19]Br)=[CH:15][CH:14]=1.C([O-])([O-])=O.[Cs+].[Cs+]. The product is [Br:11][CH2:12][C:13]1[CH:18]=[CH:17][C:16]([CH2:19][N:2]2[CH2:3][C:4]3[C:9](=[CH:8][CH:7]=[CH:6][CH:5]=3)[C:1]2=[O:10])=[CH:15][CH:14]=1. (3) The reactants are [F:1][C:2]1[C:3]([C:9]2[N:10]([CH3:18])[C:11]([C:14]([F:17])([F:16])[F:15])=[N:12][CH:13]=2)=[N:4][C:5]([NH2:8])=[N:6][CH:7]=1.[N:19]1([C:23]([C:25]2[C:30]([Cl:31])=[CH:29][C:28](Cl)=[CH:27][N:26]=2)=[O:24])[CH2:22][CH2:21][CH2:20]1.C([O-])([O-])=O.[Cs+].[Cs+].CC(C1C=C(C(C)C)C(C2C=CC=CC=2P(C2CCCCC2)C2CCCCC2)=C(C(C)C)C=1)C. The catalyst is C1C=CC(/C=C/C(/C=C/C2C=CC=CC=2)=O)=CC=1.C1C=CC(/C=C/C(/C=C/C2C=CC=CC=2)=O)=CC=1.C1C=CC(/C=C/C(/C=C/C2C=CC=CC=2)=O)=CC=1.[Pd].[Pd]. The product is [ClH:31].[N:19]1([C:23]([C:25]2[C:30]([Cl:31])=[CH:29][C:28]([NH:8][C:5]3[N:4]=[C:3]([C:9]4[N:10]([CH3:18])[C:11]([C:14]([F:17])([F:15])[F:16])=[N:12][CH:13]=4)[C:2]([F:1])=[CH:7][N:6]=3)=[CH:27][N:26]=2)=[O:24])[CH2:22][CH2:21][CH2:20]1. The yield is 0.150. (4) The reactants are [NH2:1][C:2]1[CH:7]=[CH:6][N:5]=[C:4]([Cl:8])[CH:3]=1.[Li+].C[Si]([N-][Si](C)(C)C)(C)C.[CH:19]1([CH2:22][C:23]2[C:28]([C:29]3[CH:34]=[CH:33][N:32]=[C:31](S(C)=O)[N:30]=3)=[CH:27][N:26]=[C:25]([NH:38][CH2:39][C:40]([CH3:43])([OH:42])[CH3:41])[N:24]=2)[CH2:21][CH2:20]1. The catalyst is C1COCC1. The product is [Cl:8][C:4]1[CH:3]=[C:2]([NH:1][C:31]2[N:30]=[C:29]([C:28]3[C:23]([CH2:22][CH:19]4[CH2:21][CH2:20]4)=[N:24][C:25]([NH:38][CH2:39][C:40]([CH3:43])([OH:42])[CH3:41])=[N:26][CH:27]=3)[CH:34]=[CH:33][N:32]=2)[CH:7]=[CH:6][N:5]=1. The yield is 0.490.